This data is from Reaction yield outcomes from USPTO patents with 853,638 reactions. The task is: Predict the reaction yield, written as a fraction of the theoretical maximum amount of product (1.0 means a 100% yield; for example, 0.34 means a 34% yield). (1) The reactants are C[Si](C)(C)CCOC[N:7]1[C:11]2[N:12]=[CH:13][N:14]=[C:15]([C:16]3[CH:17]=[N:18][N:19]([C@@H:21]([CH3:25])[CH2:22][C:23]#[N:24])[CH:20]=3)[C:10]=2[CH:9]=[CH:8]1.C(#N)C.F[B-](F)(F)F.[Li+].[OH-].[NH4+]. The catalyst is O. The product is [N:12]1[C:11]2[NH:7][CH:8]=[CH:9][C:10]=2[C:15]([C:16]2[CH:17]=[N:18][N:19]([C@@H:21]([CH3:25])[CH2:22][C:23]#[N:24])[CH:20]=2)=[N:14][CH:13]=1. The yield is 0.790. (2) The reactants are [O:1]=[C:2]1[O:7][CH2:6][C@H:5]2[C@:3]1([NH:14][S:15]([C:18]1[S:19][C:20]([C:23]3[CH:27]=[C:26]([C:28]([F:31])([F:30])[F:29])[O:25][N:24]=3)=[CH:21][CH:22]=1)(=[O:17])=[O:16])[C@H:4]2[C:8]1[CH:13]=[CH:12][CH:11]=[CH:10][CH:9]=1.O[Li].O.C1C[O:38]CC1. The catalyst is O. The product is [OH:7][CH2:6][C@@H:5]1[C@H:4]([C:8]2[CH:13]=[CH:12][CH:11]=[CH:10][CH:9]=2)[C@:3]1([NH:14][S:15]([C:18]1[S:19][C:20]([C:23]2[CH:27]=[C:26]([C:28]([F:29])([F:31])[F:30])[O:25][N:24]=2)=[CH:21][CH:22]=1)(=[O:16])=[O:17])[C:2]([OH:38])=[O:1]. The yield is 0.860. (3) The reactants are C(S[C:5]1[CH:10]=[CH:9][C:8]([N:11]2[C:16](=[O:17])[C:15]([CH2:18][C:19]3[CH:24]=[CH:23][C:22]([C:25]4[CH:30]=[CH:29][CH:28]=[CH:27][C:26]=4[C:31]4[NH:35][C:34](=[O:36])[O:33][N:32]=4)=[CH:21][CH:20]=3)=[C:14]([CH2:37][CH2:38][CH3:39])[N:13]=[C:12]2[CH3:40])=[CH:7][CH:6]=1)(C)C.Cl[C:42]1[CH:43]=C(C(OO)=O)C=C[CH:47]=1.C(OCC)(=O)C.[S:58]([O-:62])([O-])(=[O:60])=S.[Na+].[Na+]. The catalyst is C(#N)C.O. The product is [CH:42]([S:58]([C:5]1[CH:10]=[CH:9][C:8]([N:11]2[C:16](=[O:17])[C:15]([CH2:18][C:19]3[CH:24]=[CH:23][C:22]([C:25]4[CH:30]=[CH:29][CH:28]=[CH:27][C:26]=4[C:31]4[NH:35][C:34](=[O:36])[O:33][N:32]=4)=[CH:21][CH:20]=3)=[C:14]([CH2:37][CH2:38][CH3:39])[N:13]=[C:12]2[CH3:40])=[CH:7][CH:6]=1)(=[O:62])=[O:60])([CH3:43])[CH3:47]. The yield is 0.710. (4) The reactants are [Si]([O:8][CH2:9][CH2:10][CH2:11][N:12]1[C:17](=[O:18])[C:16]2[C:19]([CH:32]([C:34]3[CH:39]=[CH:38][C:37]([Cl:40])=[CH:36][CH:35]=3)O)=[C:20]([C:23]3[CH:28]=[CH:27][CH:26]=[CH:25][C:24]=3[CH:29]([CH3:31])[CH3:30])[CH:21]=[N:22][C:15]=2[N:14]([CH3:41])[C:13]1=[O:42])(C(C)(C)C)(C)C.[CH:43](O)=[O:44]. The catalyst is [Zn]. The product is [CH:43]([O:8][CH2:9][CH2:10][CH2:11][N:12]1[C:17](=[O:18])[C:16]2[C:19]([CH2:32][C:34]3[CH:39]=[CH:38][C:37]([Cl:40])=[CH:36][CH:35]=3)=[C:20]([C:23]3[CH:28]=[CH:27][CH:26]=[CH:25][C:24]=3[CH:29]([CH3:30])[CH3:31])[CH:21]=[N:22][C:15]=2[N:14]([CH3:41])[C:13]1=[O:42])=[O:44]. The yield is 0.480. (5) The reactants are [CH3:1][CH2:2][O:3][P:4]([O:10][CH2:11][CH3:12])([C:6](Br)([F:8])[F:7])=[O:5].I[C:14]1[CH:19]=[CH:18][C:17]([N+:20]([O-:22])=[O:21])=[CH:16][CH:15]=1.CCOCC. The catalyst is CN(C=O)C.Cl[Cu]. The product is [N+:20]([C:17]1[CH:18]=[CH:19][C:14]([C:6]([P:4](=[O:5])([O:10][CH2:11][CH3:12])[O:3][CH2:2][CH3:1])([F:8])[F:7])=[CH:15][CH:16]=1)([O-:22])=[O:21]. The yield is 0.860.